From a dataset of Experimentally validated miRNA-target interactions with 360,000+ pairs, plus equal number of negative samples. Binary Classification. Given a miRNA mature sequence and a target amino acid sequence, predict their likelihood of interaction. The miRNA is mmu-miR-3097-3p with sequence CUCAGACCUUUCUACCUGUCAG. The protein sequence of the target gene is MKRNGSRNCLNRRSRFGSRERDWLREDVKRGCVYLYGADTTTATTTTTTSSSSSSSSSSSDLHLVLCTVETPASEICAGEGRESLYLQLHGDLVRRLEPTERPLQIVYDYLSRLGFDDPVRIQEEATNPDLGCMIRFYGEKPCHMDRLDRILLSGIYNVRKGKTQLHKWAERLVVLCGTCLIVSSVKDCQTGKMHILPLVGGKIEEVKRRQYSLAFSSAGAQAQTYHVSFETLAEYQRWQRQASKVVSQRISTVDLSCYSLEEVPEHLFYSQDITYLNLRHNFMQLERPGGLDTLYKFSQ.... Result: 0 (no interaction).